This data is from Forward reaction prediction with 1.9M reactions from USPTO patents (1976-2016). The task is: Predict the product of the given reaction. (1) Given the reactants [NH2:1][C:2]1[N:6]([C:7]2[CH:8]=[C:9]([CH:16]=[CH:17][C:18]=2[CH3:19])[C:10]([NH:12][CH:13]2[CH2:15][CH2:14]2)=[O:11])N=CC=1C(=O)C1C=CC(C)=CC=1.[C:29]1([Mg]Br)[CH:34]=[CH:33][CH:32]=[CH:31][CH:30]=1.Cl.[OH-:38].[Na+], predict the reaction product. The product is: [NH2:6][C:7]1[N:6]([C:7]2[CH:8]=[C:9]([CH:16]=[CH:17][C:18]=2[CH3:19])[C:10]([NH:12][CH:13]2[CH2:14][CH2:15]2)=[O:11])[CH:2]=[N:1][C:18]=1[C:17](=[O:38])[C:29]1[CH:34]=[CH:33][CH:32]=[CH:31][CH:30]=1. (2) Given the reactants [NH2:1][C:2]1[CH:9]=[C:8](F)[C:5]([C:6]#[N:7])=[CH:4][N:3]=1.[F:11][C:12]([F:18])([F:17])[O:13][CH2:14][CH2:15][NH2:16], predict the reaction product. The product is: [NH2:1][C:2]1[CH:9]=[C:8]([NH:16][CH2:15][CH2:14][O:13][C:12]([F:18])([F:17])[F:11])[C:5]([C:6]#[N:7])=[CH:4][N:3]=1. (3) Given the reactants [CH:1]([S:4]([C:7]1[CH:13]=[CH:12][CH:11]=[CH:10][C:8]=1[NH2:9])(=[O:6])=[O:5])([CH3:3])[CH3:2].[H-].[Na+].[Cl:16][C:17]1[N:22]=[C:21](Cl)[C:20]([Cl:24])=[CH:19][N:18]=1.O, predict the reaction product. The product is: [Cl:16][C:17]1[N:22]=[C:21]([NH:9][C:8]2[CH:10]=[CH:11][CH:12]=[CH:13][C:7]=2[S:4]([CH:1]([CH3:3])[CH3:2])(=[O:6])=[O:5])[C:20]([Cl:24])=[CH:19][N:18]=1. (4) Given the reactants [CH2:1]([O:3][C:4]([C:6]1[N:7]([CH3:19])[N:8]=[C:9]([C:11]2[C:16]([F:17])=[CH:15][C:14]([Cl:18])=[CH:13][N:12]=2)[CH:10]=1)=[O:5])[CH3:2].C([O-])(=O)C.[Na+].[Cl:25]Cl, predict the reaction product. The product is: [CH2:1]([O:3][C:4]([C:6]1[N:7]([CH3:19])[N:8]=[C:9]([C:11]2[C:16]([F:17])=[CH:15][C:14]([Cl:18])=[CH:13][N:12]=2)[C:10]=1[Cl:25])=[O:5])[CH3:2]. (5) Given the reactants [OH:1][CH:2]1[CH2:7][CH2:6][N:5]([C:8]([O:10][C:11]([CH3:14])([CH3:13])[CH3:12])=[O:9])[CH2:4][CH2:3]1.[H-].[Na+].[H][H].[Cl:19][C:20]1[CH:25]=[N:24][CH:23]=[C:22](Cl)[N:21]=1, predict the reaction product. The product is: [Cl:19][C:20]1[N:21]=[C:22]([O:1][CH:2]2[CH2:3][CH2:4][N:5]([C:8]([O:10][C:11]([CH3:14])([CH3:13])[CH3:12])=[O:9])[CH2:6][CH2:7]2)[CH:23]=[N:24][CH:25]=1.